Dataset: Peptide-MHC class II binding affinity with 134,281 pairs from IEDB. Task: Regression. Given a peptide amino acid sequence and an MHC pseudo amino acid sequence, predict their binding affinity value. This is MHC class II binding data. (1) The peptide sequence is VLAIVALVVATIIAI. The MHC is DRB3_0202 with pseudo-sequence DRB3_0202. The binding affinity (normalized) is 0.327. (2) The peptide sequence is AEFKSRFYVWGEEVP. The MHC is DRB1_0101 with pseudo-sequence DRB1_0101. The binding affinity (normalized) is 0.143. (3) The peptide sequence is AASDFWGGAGSAACQ. The MHC is HLA-DQA10501-DQB10301 with pseudo-sequence HLA-DQA10501-DQB10301. The binding affinity (normalized) is 0.530. (4) The peptide sequence is AFCVAATAANAAPAN. The MHC is HLA-DPA10201-DPB11401 with pseudo-sequence HLA-DPA10201-DPB11401. The binding affinity (normalized) is 0.282. (5) The peptide sequence is VPFNVAQAYCIGKLK. The MHC is DRB1_0405 with pseudo-sequence DRB1_0405. The binding affinity (normalized) is 0.531.